Predict the reactants needed to synthesize the given product. From a dataset of Full USPTO retrosynthesis dataset with 1.9M reactions from patents (1976-2016). Given the product [CH:31]([C@H:30]1[CH2:29][O:28][C:27](=[O:34])[N:26]1[C:24]1[CH:23]=[CH:22][N:21]=[C:20]([NH:19][C@H:17]([CH:14]2[CH2:15][CH2:16][NH:11][CH2:12][CH2:13]2)[CH3:18])[N:25]=1)([CH3:32])[CH3:33], predict the reactants needed to synthesize it. The reactants are: C(OC([N:11]1[CH2:16][CH2:15][CH:14]([C@@H:17]([NH:19][C:20]2[N:25]=[C:24]([N:26]3[C@@H:30]([CH:31]([CH3:33])[CH3:32])[CH2:29][O:28][C:27]3=[O:34])[CH:23]=[CH:22][N:21]=2)[CH3:18])[CH2:13][CH2:12]1)=O)C1C=CC=CC=1.